Dataset: Forward reaction prediction with 1.9M reactions from USPTO patents (1976-2016). Task: Predict the product of the given reaction. (1) The product is: [Cl:1][CH2:2][CH2:3][CH2:4][N:5]1[CH2:10][C:9]2[CH:11]=[CH:12][CH:13]=[CH:14][C:8]=2[N:7]([C:18]2[CH:23]=[CH:22][C:21]([CH3:24])=[CH:20][CH:19]=2)[S:6]1(=[O:16])=[O:15]. Given the reactants [Cl:1][CH2:2][CH2:3][CH2:4][N:5]1[CH2:10][C:9]2[CH:11]=[CH:12][CH:13]=[CH:14][C:8]=2[NH:7][S:6]1(=[O:16])=[O:15].B(O)(O)[C:18]1[CH:19]=[CH:20][C:21]([CH3:24])=[CH:22][CH:23]=1, predict the reaction product. (2) Given the reactants C(N)(=O)C1C=CC=CC=1.[F:10][C:11]1[CH:16]=[CH:15][C:14]([C@@:17]([NH:36][C:37](=[O:48])[C:38]2[CH:43]=[CH:42][CH:41]=[C:40]([C:44]([F:47])([F:46])[F:45])[CH:39]=2)([C:25]2[CH:30]=[C:29]([C:31]([F:34])([F:33])[F:32])[CH:28]=[C:27]([F:35])[CH:26]=2)[CH2:18][C:19]2[CH:24]=[CH:23][CH:22]=[CH:21][CH:20]=2)=[CH:13][C:12]=1[OH:49].Br[C:51]([CH3:57])([CH3:56])[C:52]([O:54][CH3:55])=[O:53].C([O-])([O-])=O.[K+].[K+], predict the reaction product. The product is: [F:10][C:11]1[CH:16]=[CH:15][C:14]([C@:17]([C:25]2[CH:30]=[C:29]([C:31]([F:32])([F:34])[F:33])[CH:28]=[C:27]([F:35])[CH:26]=2)([NH:36][C:37](=[O:48])[C:38]2[CH:43]=[CH:42][CH:41]=[C:40]([C:44]([F:45])([F:46])[F:47])[CH:39]=2)[CH2:18][C:19]2[CH:20]=[CH:21][CH:22]=[CH:23][CH:24]=2)=[CH:13][C:12]=1[O:49][C:51]([CH3:57])([CH3:56])[C:52]([O:54][CH3:55])=[O:53]. (3) Given the reactants [NH2:1][C@H:2]1[C:7]([F:9])([F:8])[CH2:6][CH2:5][CH2:4][C@H:3]1[NH:10][C:11]1[N:12]=[C:13](Cl)[C:14]([C:17]#[N:18])=[N:15][CH:16]=1.[N:20]1[CH:25]=[CH:24][CH:23]=[N:22][C:21]=1[C:26]1[CH:27]=[C:28]([CH:30]=[CH:31][CH:32]=1)[NH2:29].C([O-])([O-])=O.[K+].[K+].C1C=CC(P(C2C(C3C(P(C4C=CC=CC=4)C4C=CC=CC=4)=CC=C4C=3C=CC=C4)=C3C(C=CC=C3)=CC=2)C2C=CC=CC=2)=CC=1, predict the reaction product. The product is: [NH2:1][C@H:2]1[C:7]([F:9])([F:8])[CH2:6][CH2:5][CH2:4][C@H:3]1[NH:10][C:11]1[N:12]=[C:13]([NH:29][C:28]2[CH:30]=[CH:31][CH:32]=[C:26]([C:21]3[N:20]=[CH:25][CH:24]=[CH:23][N:22]=3)[CH:27]=2)[C:14]([C:17]#[N:18])=[N:15][CH:16]=1. (4) Given the reactants [Cl:1][C:2]1[CH:3]=[C:4]([N:11]2[CH2:16][CH2:15][N:14]([C:17]3[CH:22]=[C:21]([CH3:23])[CH:20]=[C:19]([CH3:24])[N:18]=3)[CH2:13][CH2:12]2)[CH:5]=[CH:6][C:7]=1[N+:8]([O-])=O.C(N(CC)CC)C, predict the reaction product. The product is: [Cl:1][C:2]1[CH:3]=[C:4]([N:11]2[CH2:16][CH2:15][N:14]([C:17]3[CH:22]=[C:21]([CH3:23])[CH:20]=[C:19]([CH3:24])[N:18]=3)[CH2:13][CH2:12]2)[CH:5]=[CH:6][C:7]=1[NH2:8].